Dataset: Peptide-MHC class I binding affinity with 185,985 pairs from IEDB/IMGT. Task: Regression. Given a peptide amino acid sequence and an MHC pseudo amino acid sequence, predict their binding affinity value. This is MHC class I binding data. The peptide sequence is LLKWKKTDY. The binding affinity (normalized) is 0.0847. The MHC is HLA-B58:01 with pseudo-sequence HLA-B58:01.